From a dataset of Catalyst prediction with 721,799 reactions and 888 catalyst types from USPTO. Predict which catalyst facilitates the given reaction. Reactant: [Br:1][C:2]1[CH:3]=[C:4]([CH:8]2[CH2:11][C:10](=O)[CH2:9]2)[CH:5]=[CH:6][CH:7]=1.[CH2:13]([O:15][C:16](=[O:37])[CH:17]=P(C1C=CC=CC=1)(C1C=CC=CC=1)C1C=CC=CC=1)[CH3:14]. Product: [CH2:13]([O:15][C:16](=[O:37])[CH:17]=[C:10]1[CH2:11][CH:8]([C:4]2[CH:5]=[CH:6][CH:7]=[C:2]([Br:1])[CH:3]=2)[CH2:9]1)[CH3:14]. The catalyst class is: 4.